This data is from Forward reaction prediction with 1.9M reactions from USPTO patents (1976-2016). The task is: Predict the product of the given reaction. (1) Given the reactants [C:1]([O:5][C:6]([NH:8][C@@H:9]([CH3:21])[CH2:10][O:11][C:12]1[CH:16]=[C:15]([C:17]([O:19][CH3:20])=[O:18])[NH:14][N:13]=1)=[O:7])([CH3:4])([CH3:3])[CH3:2].[Br:22]N1C(=O)CCC1=O.C(#N)C, predict the reaction product. The product is: [Br:22][C:16]1[C:12]([O:11][CH2:10][C@@H:9]([NH:8][C:6]([O:5][C:1]([CH3:4])([CH3:3])[CH3:2])=[O:7])[CH3:21])=[N:13][NH:14][C:15]=1[C:17]([O:19][CH3:20])=[O:18]. (2) Given the reactants [Br:1][C:2]1[C:3]([CH3:14])=[N:4][NH:5][C:6]=1[C:7]1[CH:12]=[CH:11][C:10]([F:13])=[CH:9][CH:8]=1.O[CH2:16][C@@H:17]1[O:21][C:20](=[O:22])[CH2:19][CH2:18]1.C1(P(C2C=CC=CC=2)C2C=CC=CC=2)C=CC=CC=1.N(C(OC(C)C)=O)=NC(OC(C)C)=O, predict the reaction product. The product is: [Br:1][C:2]1[C:3]([CH3:14])=[N:4][N:5]([CH2:16][C@@H:17]2[O:21][C:20](=[O:22])[CH2:19][CH2:18]2)[C:6]=1[C:7]1[CH:12]=[CH:11][C:10]([F:13])=[CH:9][CH:8]=1. (3) Given the reactants [NH2:1][C:2]1[C:3](=[O:13])[N:4]([CH2:10][CH2:11][CH3:12])[C:5](=[O:9])[NH:6][C:7]=1[NH2:8].[F:14][C:15]([F:32])([F:31])[C:16]1[CH:17]=[C:18]([CH:28]=[CH:29][CH:30]=1)[CH2:19][N:20]1[CH:24]=[C:23]([C:25](O)=[O:26])[CH:22]=[N:21]1.CCN=C=NCCCN(C)C.Cl, predict the reaction product. The product is: [NH2:8][C:7]1[NH:6][C:5](=[O:9])[N:4]([CH2:10][CH2:11][CH3:12])[C:3](=[O:13])[C:2]=1[NH:1][C:25]([C:23]1[CH:22]=[N:21][N:20]([CH2:19][C:18]2[CH:28]=[CH:29][CH:30]=[C:16]([C:15]([F:32])([F:14])[F:31])[CH:17]=2)[CH:24]=1)=[O:26]. (4) Given the reactants [OH:1][C@@H:2]1[CH2:7][CH2:6][C@H:5]([NH:8][C:9](=[O:18])[O:10][CH2:11][C:12]2[CH:17]=[CH:16][CH:15]=[CH:14][CH:13]=2)[C@H:4]([CH2:19][O:20][C:21]([C:34]2[CH:39]=[CH:38][CH:37]=[CH:36][CH:35]=2)([C:28]2[CH:33]=[CH:32][CH:31]=[CH:30][CH:29]=2)[C:22]2[CH:27]=[CH:26][CH:25]=[CH:24][CH:23]=2)[CH2:3]1.[CH3:40]I, predict the reaction product. The product is: [CH3:40][O:1][C@@H:2]1[CH2:7][CH2:6][C@H:5]([NH:8][C:9](=[O:18])[O:10][CH2:11][C:12]2[CH:17]=[CH:16][CH:15]=[CH:14][CH:13]=2)[C@H:4]([CH2:19][O:20][C:21]([C:28]2[CH:29]=[CH:30][CH:31]=[CH:32][CH:33]=2)([C:22]2[CH:23]=[CH:24][CH:25]=[CH:26][CH:27]=2)[C:34]2[CH:35]=[CH:36][CH:37]=[CH:38][CH:39]=2)[CH2:3]1.